The task is: Predict which catalyst facilitates the given reaction.. This data is from Catalyst prediction with 721,799 reactions and 888 catalyst types from USPTO. (1) The catalyst class is: 8. Reactant: [OH:1][C@H:2]1[CH2:20][C@@:19]2([CH3:21])[C@@H:13]([CH2:14][CH2:15][C@@H:16]2[CH2:17][CH3:18])[C@H:12]2[C@H:3]1[C@:4]1([CH3:23])[C:9]([CH2:10][CH2:11]2)=[CH:8][C:7](=[O:22])[CH2:6][CH2:5]1.C(OCC)(OCC)O[CH2:26][CH3:27].C1(C)C=CC(S(O)(=O)=[O:41])=CC=1.C(=O)(O)[O-].[Na+]. Product: [OH:1][C@H:2]1[CH2:20][C@@:19]2([CH3:21])[C@@H:13]([CH2:14][CH2:15][C@@H:16]2[C:17](=[O:41])[CH3:18])[C@H:12]2[C@H:3]1[C@:4]1([CH3:23])[C:9](=[CH:10][CH2:11]2)[CH:8]=[C:7]([O:22][CH2:26][CH3:27])[CH2:6][CH2:5]1. (2) Reactant: C(N(CC)CC)C.[CH2:8]([N:10]=[C:11]=[O:12])[CH3:9].[Cl:13][C:14]1[CH:19]=[C:18]([C:20]([F:23])([F:22])[F:21])[CH:17]=[C:16]([F:24])[C:15]=1[O:25][C:26]1[CH:30]=[C:29]([CH3:31])[NH:28][N:27]=1.Cl. Product: [CH2:8]([NH:10][C:11]([N:28]1[C:29]([CH3:31])=[CH:30][C:26]([O:25][C:15]2[C:16]([F:24])=[CH:17][C:18]([C:20]([F:23])([F:21])[F:22])=[CH:19][C:14]=2[Cl:13])=[N:27]1)=[O:12])[CH3:9]. The catalyst class is: 13. (3) Reactant: [NH2:1][C:2]1[CH:3]=[C:4]([OH:8])[CH:5]=[CH:6][CH:7]=1.Br[C:10]1[CH:15]=[CH:14][C:13]([C:16]([F:19])([F:18])[F:17])=[CH:12][CH:11]=1.C(=O)([O-])[O-].[Cs+].[Cs+]. Product: [F:17][C:16]([F:19])([F:18])[C:13]1[CH:14]=[CH:15][C:10]([O:8][C:4]2[CH:3]=[C:2]([CH:7]=[CH:6][CH:5]=2)[NH2:1])=[CH:11][CH:12]=1. The catalyst class is: 287. (4) Reactant: [CH3:1][CH:2]1[CH2:8][C:7]2[CH:9]=[C:10]3[O:15][CH2:14][O:13][C:11]3=[CH:12][C:6]=2[C:5]([C:16]2[CH:21]=[CH:20][C:19]([N+:22]([O-:24])=[O:23])=[CH:18][CH:17]=2)=[N:4][NH:3]1.[CH3:25][N:26](C)C=O.[Cl-].[K+].N#CBr. Product: [CH3:1][CH:2]1[CH2:8][C:7]2[CH:9]=[C:10]3[O:15][CH2:14][O:13][C:11]3=[CH:12][C:6]=2[C:5]([C:16]2[CH:21]=[CH:20][C:19]([N+:22]([O-:24])=[O:23])=[CH:18][CH:17]=2)=[N:4][N:3]1[C:25]#[N:26]. The catalyst class is: 6. (5) Reactant: [CH2:1]([S:3][C:4]1[CH:9]=[C:8]([Cl:10])[CH:7]=[C:6]([Cl:11])[CH:5]=1)[CH3:2].C([Li])CCC.CN(C)[CH:19]=[O:20]. Product: [Cl:10][C:8]1[CH:9]=[C:4]([S:3][CH2:1][CH3:2])[CH:5]=[C:6]([Cl:11])[C:7]=1[CH:19]=[O:20]. The catalyst class is: 7. (6) Reactant: Cl[C:2]1[N:7]=[C:6]([C:8]2[CH:17]=[CH:16][CH:15]=[C:14]3[C:9]=2[CH:10]=[CH:11][CH:12]=[C:13]3[N:18]([CH2:30][C:31]([O:33][C:34]([CH3:37])([CH3:36])[CH3:35])=[O:32])[S:19]([C:22]2[CH:27]=[C:26]([Cl:28])[CH:25]=[C:24]([Cl:29])[CH:23]=2)(=[O:21])=[O:20])[CH:5]=[CH:4][N:3]=1.[NH:38]1[CH2:43][CH2:42][O:41][CH2:40][CH2:39]1.C(N(C(C)C)CC)(C)C. Product: [Cl:28][C:26]1[CH:27]=[C:22]([S:19]([N:18]([CH2:30][C:31]([O:33][C:34]([CH3:36])([CH3:37])[CH3:35])=[O:32])[C:13]2[C:14]3[C:9](=[C:8]([C:6]4[CH:5]=[CH:4][N:3]=[C:2]([N:38]5[CH2:43][CH2:42][O:41][CH2:40][CH2:39]5)[N:7]=4)[CH:17]=[CH:16][CH:15]=3)[CH:10]=[CH:11][CH:12]=2)(=[O:21])=[O:20])[CH:23]=[C:24]([Cl:29])[CH:25]=1. The catalyst class is: 32. (7) Reactant: ClC(Cl)(O[C:5](=[O:11])OC(Cl)(Cl)Cl)Cl.[I:13][C:14]1[CH:15]=[C:16]([CH:18]=[CH:19][C:20]=1[CH3:21])[NH2:17].CCN(CC)CC.[CH3:29][N:30]1[CH2:35][CH2:34][N:33]([CH2:36][C:37]2[CH:43]=[CH:42][C:40]([NH2:41])=[CH:39][C:38]=2[C:44]([F:47])([F:46])[F:45])[CH2:32][CH2:31]1. Product: [I:13][C:14]1[CH:15]=[C:16]([NH:17][C:5]([NH:41][C:40]2[CH:42]=[CH:43][C:37]([CH2:36][N:33]3[CH2:32][CH2:31][N:30]([CH3:29])[CH2:35][CH2:34]3)=[C:38]([C:44]([F:47])([F:46])[F:45])[CH:39]=2)=[O:11])[CH:18]=[CH:19][C:20]=1[CH3:21]. The catalyst class is: 344. (8) Reactant: [CH3:1][O:2][C:3](=[O:18])[CH2:4][CH2:5][CH2:6][C:7]1([CH2:13][C:14]([O:16]C)=O)[CH2:12][CH2:11][CH2:10][CH:9]=[CH:8]1.N([Li])(C(C)C)C(C)C.[NH4+].[Cl-]. Product: [CH3:1][O:2][C:3]([C:4]1[CH2:5][CH2:6][C:7]2([CH2:12][CH2:11][CH2:10][CH:9]=[CH:8]2)[CH2:13][C:14]=1[OH:16])=[O:18]. The catalyst class is: 1. (9) Reactant: [C:1]([O:11][CH:12]([CH3:14])[CH3:13])(=[O:10])/[CH:2]=[CH:3]/[C:4]([O:6][CH:7]([CH3:9])[CH3:8])=[O:5].[C:15]([O:25][CH:26]([CH3:28])[CH3:27])(=[O:24])[CH:16]=[CH:17][C:18]1[CH:23]=[CH:22][CH:21]=[CH:20][CH:19]=1.[C:29]([OH:33])(=[O:32])[CH:30]=[CH2:31].NC(OCC)=O.C([O-])(=O)C=C.C(OOOC(C)(C)C)(=O)C(C)(C)C. Product: [C:4]([O:6][CH:7]([CH3:9])[CH3:8])(=[O:5])/[CH:3]=[CH:2]/[C:1]([O:11][CH:12]([CH3:14])[CH3:13])=[O:10].[C:15]([O:25][CH:26]([CH3:28])[CH3:27])(=[O:24])[CH:16]=[CH:17][C:18]1[CH:19]=[CH:20][CH:21]=[CH:22][CH:23]=1.[C:29]([O-:33])(=[O:32])[CH:30]=[CH2:31]. The catalyst class is: 83.